This data is from Full USPTO retrosynthesis dataset with 1.9M reactions from patents (1976-2016). The task is: Predict the reactants needed to synthesize the given product. (1) Given the product [ClH:1].[NH:10]([C:5]1[CH:6]=[CH:7][C:8]2[NH:9][C:20]([CH2:19][C:18]([O:17][CH2:15][CH3:16])=[O:25])=[N:2][C:3]=2[CH:4]=1)[C:11]([NH2:13])=[NH:12], predict the reactants needed to synthesize it. The reactants are: [ClH:1].[NH2:2][C:3]1[CH:4]=[C:5]([NH:10][C:11]([NH2:13])=[NH:12])[CH:6]=[CH:7][C:8]=1[NH2:9].Cl.[CH2:15]([O:17][C:18](=[O:25])[CH2:19][C:20](OCC)=N)[CH3:16]. (2) Given the product [CH3:1][O:2][C:3]([C:5]1[CH:6]=[CH:7][C:8]([NH:16][C@@H:17]([C:33]2[CH:38]=[CH:37][CH:36]=[C:35]([F:39])[CH:34]=2)[CH2:18][N:19]([CH3:32])[S:20]([C:23]2[CH:28]=[CH:27][C:26]([N+:29]([O-:31])=[O:30])=[CH:25][CH:24]=2)(=[O:21])=[O:22])=[C:9]2[C:14]=1[N:13]=[CH:12][CH:11]=[CH:10]2)=[O:4], predict the reactants needed to synthesize it. The reactants are: [CH3:1][O:2][C:3]([C:5]1[CH:6]=[CH:7][C:8](Br)=[C:9]2[C:14]=1[N:13]=[CH:12][CH:11]=[CH:10]2)=[O:4].[NH2:16][C@@H:17]([C:33]1[CH:38]=[CH:37][CH:36]=[C:35]([F:39])[CH:34]=1)[CH2:18][N:19]([CH3:32])[S:20]([C:23]1[CH:28]=[CH:27][C:26]([N+:29]([O-:31])=[O:30])=[CH:25][CH:24]=1)(=[O:22])=[O:21].P([O-])([O-])([O-])=O.[K+].[K+].[K+].C1(P(C2CCCCC2)C2C=CC=CC=2C2C(C(C)C)=CC(C(C)C)=CC=2C(C)C)CCCCC1. (3) Given the product [CH3:2][O:3][C:4]1[CH:5]=[C:6]2[C:11](=[C:12]([N:14]3[CH2:15][CH2:16][N:17]([CH3:20])[CH2:18][CH2:19]3)[CH:13]=1)[O:10][CH:9]([C:21]([NH:55][C:56]1[CH:57]=[CH:58][C:59]([N:62]3[CH2:67][CH2:66][CH2:65][N:64]([CH3:68])[C:63]3=[O:69])=[CH:60][CH:61]=1)=[O:22])[CH2:8][CH2:7]2, predict the reactants needed to synthesize it. The reactants are: Cl.[CH3:2][O:3][C:4]1[CH:5]=[C:6]2[C:11](=[C:12]([N:14]3[CH2:19][CH2:18][N:17]([CH3:20])[CH2:16][CH2:15]3)[CH:13]=1)[O:10][CH:9]([C:21](O)=[O:22])[CH2:8][CH2:7]2.C(N(CC)C(C)C)(C)C.CN(C(ON1N=NC2C=CC=CC1=2)=[N+](C)C)C.[B-](F)(F)(F)F.[NH2:55][C:56]1[CH:61]=[CH:60][C:59]([N:62]2[CH2:67][CH2:66][CH2:65][N:64]([CH3:68])[C:63]2=[O:69])=[CH:58][CH:57]=1. (4) Given the product [F:25][C:26]1[CH:31]=[C:30]([F:32])[CH:29]=[CH:28][C:27]=1[C:2]1[N:7]=[C:6]([N:8]([CH3:24])[C:9]2[CH:14]=[CH:13][N:12]=[C:11]([NH:15][CH2:16][CH2:17][C:18]3[CH:19]=[N:20][CH:21]=[CH:22][CH:23]=3)[N:10]=2)[CH:5]=[CH:4][N:3]=1, predict the reactants needed to synthesize it. The reactants are: Cl[C:2]1[N:7]=[C:6]([N:8]([CH3:24])[C:9]2[CH:14]=[CH:13][N:12]=[C:11]([NH:15][CH2:16][CH2:17][C:18]3[CH:19]=[N:20][CH:21]=[CH:22][CH:23]=3)[N:10]=2)[CH:5]=[CH:4][N:3]=1.[F:25][C:26]1[CH:31]=[C:30]([F:32])[CH:29]=[CH:28][C:27]=1B(O)O.C(=O)([O-])[O-].[Na+].[Na+].CCO.